This data is from Reaction yield outcomes from USPTO patents with 853,638 reactions. The task is: Predict the reaction yield, written as a fraction of the theoretical maximum amount of product (1.0 means a 100% yield; for example, 0.34 means a 34% yield). (1) The reactants are [Cl:1][C:2]1[N:7]=[C:6](Cl)[C:5]([Cl:9])=[CH:4][N:3]=1.CCN(CC)CC.[CH3:17][N:18]([CH3:25])[C:19]1[NH:23][N:22]=[C:21]([NH2:24])[CH:20]=1. The catalyst is CCO. The product is [Cl:1][C:2]1[N:7]=[C:6]([NH:24][C:21]2[CH:20]=[C:19]([N:18]([CH3:25])[CH3:17])[NH:23][N:22]=2)[C:5]([Cl:9])=[CH:4][N:3]=1. The yield is 0.360. (2) The reactants are [CH3:1][O:2][C:3]1[CH:4]=[C:5]2[C:10](=[CH:11][CH:12]=1)[C@@H:9]([CH2:13][CH2:14][O:15][Si:16]([C:19]([CH3:22])([CH3:21])[CH3:20])([CH3:18])[CH3:17])[NH:8][CH2:7][CH2:6]2.[N:23]1C=CC=CC=1.[F:29][C:30]([F:41])([F:40])[C:31](O[C:31](=[O:32])[C:30]([F:41])([F:40])[F:29])=[O:32].C(=O)([O-])O.[Na+]. The catalyst is ClCCl. The product is [CH3:1][O:2][C:3]1[CH:4]=[C:5]2[C:10](=[CH:11][CH:12]=1)[C@@H:9]([CH2:13][CH2:14][O:15][Si:16]([C:19]([CH3:22])([CH3:21])[CH3:20])([CH3:17])[CH3:18])[NH:8][CH2:7][CH2:6]2.[F:29][C:30]([F:41])([F:40])[C:31]([NH2:23])=[O:32]. The yield is 0.880. (3) The yield is 0.500. The product is [C:19]([C:18]1[CH:17]=[C:16]([NH:15][C:27]([N:10]2[C:9]3[CH:8]=[CH:7][CH:6]=[CH:5][C:13]=3[NH:12][C:11]2=[O:14])=[O:28])[CH:24]=[CH:23][CH:22]=1)([OH:21])=[O:20]. The reactants are ClC(O[C:5]1[C:13]2[NH:12][C:11]([OH:14])=[N:10][C:9]=2[CH:8]=[CH:7][CH:6]=1)=O.[NH2:15][C:16]1[CH:17]=[C:18]([CH:22]=[CH:23][CH:24]=1)[C:19]([OH:21])=[O:20].C1C[O:28][CH2:27]C1. No catalyst specified. (4) The reactants are [CH3:1][S:2][CH2:3][CH2:4][CH2:5][NH:6][C:7]([CH:9]1[CH:13]([C:14]2[CH:19]=[CH:18][CH:17]=[C:16]([Cl:20])[CH:15]=2)[C:12]([C:23]2[CH:28]=[CH:27][C:26]([Cl:29])=[CH:25][CH:24]=2)([C:21]#[N:22])[CH:11]([CH2:30][C:31]([CH3:34])([CH3:33])[CH3:32])[NH:10]1)=[O:8].C(O)(=[O:37])C.OO.[OH2:41]. The catalyst is ClCCl.[Zn]. The product is [CH3:1][S:2]([CH2:3][CH2:4][CH2:5][NH:6][C:7]([CH:9]1[CH:13]([C:14]2[CH:19]=[CH:18][CH:17]=[C:16]([Cl:20])[CH:15]=2)[C:12]([C:23]2[CH:28]=[CH:27][C:26]([Cl:29])=[CH:25][CH:24]=2)([C:21]#[N:22])[CH:11]([CH2:30][C:31]([CH3:34])([CH3:33])[CH3:32])[NH:10]1)=[O:8])(=[O:37])=[O:41]. The yield is 0.288.